Dataset: Reaction yield outcomes from USPTO patents with 853,638 reactions. Task: Predict the reaction yield, written as a fraction of the theoretical maximum amount of product (1.0 means a 100% yield; for example, 0.34 means a 34% yield). (1) The reactants are [Br:1][C:2]1[CH:7]=[CH:6][C:5]([NH2:8])=[C:4]([C:9]2[NH:10][N:11]=[CH:12][N:13]=2)[CH:3]=1.Cl[CH2:15][C:16](Cl)=[O:17].[OH-].[Na+].Cl. The catalyst is O1CCOCC1.N1C=CC=CC=1.C(OCC)C. The product is [Br:1][C:2]1[CH:7]=[CH:6][C:5]2[NH:8][C:16](=[O:17])[CH2:15][N:10]3[C:9](=[N:13][CH:12]=[N:11]3)[C:4]=2[CH:3]=1. The yield is 0.460. (2) The reactants are F[C:2]1[CH:7]=[CH:6][C:5]([C:8]2[C:9]([C:15]([OH:17])=[O:16])=[C:10]([CH3:14])[CH:11]=[CH:12][CH:13]=2)=[CH:4][C:3]=1[N+:18]([O-:20])=[O:19].[CH3:21][N:22]([CH:24]=O)C. The catalyst is C(NCC(C)C)C(C)C. The product is [CH2:21]([N:22]([CH2:24][CH:5]([CH3:6])[CH3:4])[C:2]1[CH:7]=[CH:6][C:5]([C:8]2[C:9]([C:15]([OH:17])=[O:16])=[C:10]([CH3:14])[CH:11]=[CH:12][CH:13]=2)=[CH:4][C:3]=1[N+:18]([O-:20])=[O:19])[CH:2]([CH3:7])[CH3:3]. The yield is 0.620. (3) The reactants are [C:1]([O:8][CH3:9])(=[O:7])[CH2:2][C:3]([O:5][CH3:6])=[O:4].[H-].[Na+].[C:12]([O:16][CH2:17][CH3:18])(=[O:15])[CH:13]=[CH2:14]. The catalyst is C1COCC1. The product is [CH:2]([C:1]([O:8][CH3:9])=[O:7])([C:3]([O:5][CH3:6])=[O:4])[CH2:14][CH2:13][C:12]([O:16][CH2:17][CH3:18])=[O:15]. The yield is 0.770. (4) The reactants are C(=O)([O-])[O-].[K+].[K+].[Cl:7][C:8]1[C:17]2[C:12](=[CH:13][C:14]([O:18][CH3:19])=[CH:15][CH:16]=2)[C:11]([OH:20])=[CH:10][N:9]=1.Br[CH2:22][CH2:23][O:24][CH3:25]. The catalyst is O. The product is [Cl:7][C:8]1[C:17]2[C:12](=[CH:13][C:14]([O:18][CH3:19])=[CH:15][CH:16]=2)[C:11]([O:20][CH2:22][CH2:23][O:24][CH3:25])=[CH:10][N:9]=1. The yield is 0.880. (5) The reactants are [CH3:1][C:2]1[C:7]([N+:8]([O-:10])=[O:9])=[C:6]([CH3:11])[N:5]=[C:4]([OH:12])[N:3]=1.C(=O)([O-])[O-].[K+].[K+].Br[CH2:20][C:21]([O:23][CH2:24][CH3:25])=[O:22]. The catalyst is CC(C)=O. The product is [CH3:11][C:6]1[C:7]([N+:8]([O-:10])=[O:9])=[C:2]([CH3:1])[N:3]=[C:4]([O:12][CH2:20][C:21]([O:23][CH2:24][CH3:25])=[O:22])[N:5]=1. The yield is 0.450. (6) The reactants are [CH2:1]([O:8][C:9]1[CH:10]=[C:11]([CH:14]=[C:15]([OH:17])[CH:16]=1)[CH:12]=[O:13])[C:2]1[CH:7]=[CH:6][CH:5]=[CH:4][CH:3]=1.[O:18](S(C(F)(F)F)(=O)=O)[S:19]([C:22]([F:25])([F:24])[F:23])(=O)=[O:20]. The product is [F:23][C:22]([F:25])([F:24])[S:19]([O:17][C:15]1[CH:14]=[C:11]([CH:12]=[O:13])[CH:10]=[C:9]([O:8][CH2:1][C:2]2[CH:3]=[CH:4][CH:5]=[CH:6][CH:7]=2)[CH:16]=1)(=[O:20])=[O:18]. The yield is 0.890. The catalyst is C(Cl)Cl. (7) The reactants are I[C:2]1[CH:11]=[CH:10][C:5]([C:6]([O:8][CH3:9])=[O:7])=[CH:4][CH:3]=1.C(=O)([O-])[O-].[Cs+].[Cs+].C(C1CCCCC1=O)(=O)C.[CH2:28]1[NH:33][CH2:32][CH2:31][N:30]2[CH2:34][CH2:35][CH2:36][CH:29]12. The catalyst is CN(C=O)C.[Cu]I. The product is [CH2:28]1[CH:29]2[CH2:36][CH2:35][CH2:34][N:30]2[CH2:31][CH2:32][N:33]1[C:2]1[CH:11]=[CH:10][C:5]([C:6]([O:8][CH3:9])=[O:7])=[CH:4][CH:3]=1. The yield is 0.602. (8) The reactants are [C:1]([C:3]1[C:11]2[CH:10]=[N:9][CH:8]=[N:7][C:6]=2[NH:5][CH:4]=1)#[CH:2]. The catalyst is C(O)C.[OH-].[Pd+2].[OH-]. The product is [CH2:1]([C:3]1[C:11]2[CH:10]=[N:9][CH:8]=[N:7][C:6]=2[NH:5][CH:4]=1)[CH3:2]. The yield is 0.860. (9) The reactants are [NH2:1][C:2]1[CH:3]=[C:4]([CH:9]2[C:18]([CH3:20])([CH3:19])[CH2:17][C:16]3[C:11](=[CH:12][CH:13]=[C:14]([C:21]([OH:23])=[O:22])[CH:15]=3)[NH:10]2)[CH:5]=[CH:6][C:7]=1[F:8].[F:24][C:25]1[CH:26]=[C:27]([S:31](Cl)(=[O:33])=[O:32])[CH:28]=[CH:29][CH:30]=1. The product is [F:8][C:7]1[CH:6]=[CH:5][C:4]([CH:9]2[C:18]([CH3:19])([CH3:20])[CH2:17][C:16]3[C:11](=[CH:12][CH:13]=[C:14]([C:21]([OH:23])=[O:22])[CH:15]=3)[NH:10]2)=[CH:3][C:2]=1[NH:1][S:31]([C:27]1[CH:28]=[CH:29][CH:30]=[C:25]([F:24])[CH:26]=1)(=[O:33])=[O:32]. The yield is 0.650. The catalyst is N1C=CC=CC=1.